From a dataset of Reaction yield outcomes from USPTO patents with 853,638 reactions. Predict the reaction yield, written as a fraction of the theoretical maximum amount of product (1.0 means a 100% yield; for example, 0.34 means a 34% yield). (1) The reactants are [N+:1]([C:4]1[C:13]2[C:8](=[CH:9][CH:10]=[CH:11][CH:12]=2)[C:7]([OH:14])=[CH:6][CH:5]=1)([O-:3])=[O:2].C1C=CC(P(C2C=CC=CC=2)C2C=CC=CC=2)=CC=1.[NH2:34][C:35]1[CH:40]=[C:39]([CH2:41]O)[CH:38]=[CH:37][N:36]=1.CC(OC(/N=N/C(OC(C)C)=O)=O)C. The catalyst is C1COCC1. The product is [NH2:34][C:35]1[CH:40]=[C:39]([CH2:41][O:14][C:7]2[C:8]3[C:13](=[CH:12][CH:11]=[CH:10][CH:9]=3)[C:4]([N+:1]([O-:3])=[O:2])=[CH:5][CH:6]=2)[CH:38]=[CH:37][N:36]=1. The yield is 0.560. (2) The reactants are [NH2:1][C:2]1[N:7]=[N:6][C:5]([C:8]2[CH:17]=[CH:16][C:11]([C:12]([O:14][CH3:15])=[O:13])=[CH:10][CH:9]=2)=[CH:4][CH:3]=1.C([O-])(O)=O.[Na+].[Br:23]Br. The catalyst is CO. The product is [NH2:1][C:2]1[N:7]=[N:6][C:5]([C:8]2[CH:17]=[CH:16][C:11]([C:12]([O:14][CH3:15])=[O:13])=[CH:10][CH:9]=2)=[CH:4][C:3]=1[Br:23]. The yield is 0.436. (3) The yield is 0.900. The catalyst is CO. The reactants are C(O[CH:4](OCC)[C:5](=[NH:8])OC)C.[CH3:12][C:13]1[CH:18]=[C:17]([CH3:19])[CH:16]=[CH:15][C:14]=1[CH2:20][NH2:21]. The product is [CH3:19][C:17]1[CH:16]=[C:15]2[C:4](=[C:13]([CH3:12])[CH:18]=1)[CH:5]=[N:8][C:20]([NH2:21])=[CH:14]2. (4) The reactants are [CH3:1][O:2][CH2:3][CH2:4][CH2:5][O:6][C:7]1[CH:8]=[C:9]([CH:30]=[CH:31][C:32]=1[O:33][CH3:34])[CH2:10][C@H:11]([CH:27]([CH3:29])[CH3:28])[C:12](N1[C@H](CC2C=CC=CC=2)COC1=O)=[O:13].CCOCC.[Li+].[BH4-].C1COCC1. The catalyst is O. The product is [CH3:1][O:2][CH2:3][CH2:4][CH2:5][O:6][C:7]1[CH:8]=[C:9]([CH:30]=[CH:31][C:32]=1[O:33][CH3:34])[CH2:10][C@H:11]([CH:27]([CH3:29])[CH3:28])[CH2:12][OH:13]. The yield is 0.580. (5) The reactants are [F:1][C:2]([F:15])([F:14])[S:3]([N-:6][S:7]([C:10]([F:13])([F:12])[F:11])(=[O:9])=[O:8])(=[O:5])=[O:4].[Li+].[CH:17]1[C:29]2[CH2:28][C:27]3[C:22](=[CH:23][CH:24]=[CH:25][CH:26]=3)[C:21]=2[CH:20]=[CH:19][CH:18]=1.[NH+:30]1[CH:34]=[CH:33][NH:32][CH:31]=1. The catalyst is C(Cl)Cl. The product is [F:13][C:10]([F:11])([F:12])[S:7]([N-:6][S:3]([C:2]([F:1])([F:14])[F:15])(=[O:4])=[O:5])(=[O:8])=[O:9].[CH2:26]([NH+:30]1[CH:34]=[CH:33][N:32]([C:25]2[CH:24]=[CH:23][C:22]3[C:21]4[C:29](=[CH:17][CH:18]=[CH:19][CH:20]=4)[CH2:28][C:27]=3[CH:26]=2)[CH2:31]1)[CH2:25][CH2:24][CH2:23][CH2:22][CH2:21][CH2:20][CH2:19][CH2:18][CH2:17][CH2:29][CH3:28]. The yield is 0.890. (6) The reactants are [CH2:1]([C:5]1[N:9]([CH2:10][C:11]2[CH:16]=[CH:15][C:14]([C:17]3[C:18]([C:23]#[N:24])=[CH:19][CH:20]=[CH:21][CH:22]=3)=[CH:13][CH:12]=2)[C:8](=[O:25])[NH:7][N:6]=1)[CH2:2][CH2:3][CH3:4].C(=O)([O-])[O-].[K+].[K+].Br[CH2:33][CH:34]1[CH2:39][CH2:38][CH2:37][CH2:36][O:35]1.CN(C)C=O. The catalyst is C(OCC)(=O)C. The product is [CH2:1]([C:5]1[N:9]([CH2:10][C:11]2[CH:16]=[CH:15][C:14]([C:17]3[C:18]([C:23]#[N:24])=[CH:19][CH:20]=[CH:21][CH:22]=3)=[CH:13][CH:12]=2)[C:8](=[O:25])[N:7]([CH2:33][CH:34]2[CH2:39][CH2:38][CH2:37][CH2:36][O:35]2)[N:6]=1)[CH2:2][CH2:3][CH3:4]. The yield is 0.380. (7) The reactants are FC(F)(F)[C:3](O)=[O:4].[NH2:8][CH:9]1[C:17]2[C:12](=[CH:13][CH:14]=[CH:15][CH:16]=2)[CH2:11][CH:10]1[NH:18][C:19]([C:21]1[NH:22][C:23]2[C:28]([CH:29]=1)=[CH:27][C:26]([Cl:30])=[CH:25][CH:24]=2)=[O:20].CCN(CC)CC.Cl[CH2:39][C:40](Cl)=[O:41]. The catalyst is C(Cl)Cl. The product is [Cl:30][C:26]1[CH:27]=[C:28]2[C:23](=[CH:24][CH:25]=1)[NH:22][C:21]([C:19]([NH:18][C@@H:10]1[CH2:11][C:12]3[C:17](=[CH:16][CH:15]=[CH:14][CH:13]=3)[C@H:9]1[NH:8][CH2:39][C@@H:40]([OH:41])[CH2:3][OH:4])=[O:20])=[CH:29]2. The yield is 0.770. (8) The reactants are [Cl:1][C:2]1[C:7]([N+:8]([O-:10])=[O:9])=[C:6](Cl)[CH:5]=[CH:4][N:3]=1.[CH2:12]([NH2:17])[CH2:13][CH2:14][C:15]#[CH:16].C(N(CC)CC)C. The catalyst is CN(C=O)C. The product is [Cl:1][C:2]1[C:7]([N+:8]([O-:10])=[O:9])=[C:6]([NH:17][CH2:12][CH2:13][CH2:14][C:15]#[CH:16])[CH:5]=[CH:4][N:3]=1. The yield is 0.778.